This data is from Reaction yield outcomes from USPTO patents with 853,638 reactions. The task is: Predict the reaction yield, written as a fraction of the theoretical maximum amount of product (1.0 means a 100% yield; for example, 0.34 means a 34% yield). (1) The reactants are [N:1]1[CH:6]=[CH:5][CH:4]=[C:3]([N:7]2[CH:16]=[C:10]3[C:11](=[O:15])[NH:12][CH2:13][CH2:14][C:9]3=[N:8]2)[CH:2]=1.C[Si]([N-][Si](C)(C)C)(C)C.[Li+].Br[CH2:28][C:29]1[CH:34]=[CH:33][C:32]([F:35])=[CH:31][CH:30]=1. The catalyst is CN(C)C=O. The product is [F:35][C:32]1[CH:33]=[CH:34][C:29]([CH2:28][N:12]2[CH2:13][CH2:14][C:9]3=[N:8][N:7]([C:3]4[CH:2]=[N:1][CH:6]=[CH:5][CH:4]=4)[CH:16]=[C:10]3[C:11]2=[O:15])=[CH:30][CH:31]=1. The yield is 0.0600. (2) The reactants are [C:1]([C:5]1[CH:6]=[CH:7][CH:8]=[C:9]2[C:14]=1[N:13]=[C:12]([C:15]1[N:19]3[CH:20]=[C:21]([C@@H:24]([N:26]4[CH2:30][CH2:29][C@H:28]([NH:31]C(=O)OC(C)(C)C)[CH2:27]4)[CH3:25])[CH:22]=[CH:23][C:18]3=[N:17][N:16]=1)[CH:11]=[CH:10]2)([CH3:4])([CH3:3])[CH3:2].Cl. The catalyst is C(Cl)Cl.CC(O)C. The product is [C:1]([C:5]1[CH:6]=[CH:7][CH:8]=[C:9]2[C:14]=1[N:13]=[C:12]([C:15]1[N:19]3[CH:20]=[C:21]([C@@H:24]([N:26]4[CH2:30][CH2:29][C@H:28]([NH2:31])[CH2:27]4)[CH3:25])[CH:22]=[CH:23][C:18]3=[N:17][N:16]=1)[CH:11]=[CH:10]2)([CH3:2])([CH3:3])[CH3:4]. The yield is 0.987. (3) The reactants are [OH:1][C@H:2]1[CH2:19][CH2:18][C@@:17]2([CH3:20])[C:4](=[CH:5][CH2:6][C@@H:7]3[C@@H:16]2[CH2:15][CH2:14][C@@:12]2([CH3:13])[C@H:8]3[CH2:9][CH:10]=[C:11]2[N:21]2[C:25]3[CH:26]=[CH:27][CH:28]=[CH:29][C:24]=3[N:23]=[CH:22]2)[CH2:3]1.CN1CCC(=O)CC1.C1(C)C=CC=CC=1.CC(C)[O-].[Al+3].CC(C)[O-].CC(C)[O-]. The catalyst is CCOC(C)=O. The product is [N:21]1([C:11]2[C@:12]3([CH2:14][CH2:15][C@H:16]4[C@@H:7]([CH2:6][CH2:5][C:4]5[C@:17]4([CH3:20])[CH2:18][CH2:19][C:2](=[O:1])[CH:3]=5)[C@@H:8]3[CH2:9][CH:10]=2)[CH3:13])[C:25]2[CH:26]=[CH:27][CH:28]=[CH:29][C:24]=2[N:23]=[CH:22]1. The yield is 0.820. (4) The reactants are [CH2:1]([NH2:13])[CH2:2][CH2:3][CH2:4][CH2:5][CH2:6][CH2:7][CH2:8][CH2:9][CH2:10][CH2:11][CH3:12].[C:14]([OH:18])(=[O:17])[CH:15]=[CH2:16]. No catalyst specified. The product is [CH2:1]([NH:13][CH2:16][CH2:15][C:14]([OH:18])=[O:17])[CH2:2][CH2:3][CH2:4][CH2:5][CH2:6][CH2:7][CH2:8][CH2:9][CH2:10][CH2:11][CH3:12]. The yield is 0.920. (5) The reactants are [CH:1]([C:4]1[N:8]([C:9]2[CH:14]=[CH:13][CH:12]=[C:11]([C:15]([F:18])([F:17])[F:16])[CH:10]=2)[N:7]=[C:6]([CH3:19])[C:5]=1[C:20](O)=[O:21])([CH3:3])[CH3:2].[N:23]1([CH:28]2[CH2:33][CH2:32][NH:31][CH2:30][CH2:29]2)[CH2:27][CH2:26][CH2:25][CH2:24]1. No catalyst specified. The product is [CH:1]([C:4]1[N:8]([C:9]2[CH:14]=[CH:13][CH:12]=[C:11]([C:15]([F:16])([F:18])[F:17])[CH:10]=2)[N:7]=[C:6]([CH3:19])[C:5]=1[C:20]([N:31]1[CH2:32][CH2:33][CH:28]([N:23]2[CH2:27][CH2:26][CH2:25][CH2:24]2)[CH2:29][CH2:30]1)=[O:21])([CH3:3])[CH3:2]. The yield is 0.640. (6) The reactants are [CH3:1][C:2]([C:4]1[CH:9]=[CH:8][C:7]([O:10][CH3:11])=[CH:6][CH:5]=1)=[O:3].[CH3:12][O:13][C:14]1[CH:19]=[CH:18][C:17]([NH:20][C:21]2[N:28]=[CH:27][CH:26]=[CH:25][C:22]=2[CH:23]=O)=[CH:16][CH:15]=1.Cl. The catalyst is CO. The product is [CH3:11][O:10][C:7]1[CH:8]=[CH:9][C:4]([C:2](=[O:3])/[CH:1]=[CH:23]/[C:22]2[C:21]([NH:20][C:17]3[CH:16]=[CH:15][C:14]([O:13][CH3:12])=[CH:19][CH:18]=3)=[N:28][CH:27]=[CH:26][CH:25]=2)=[CH:5][CH:6]=1. The yield is 0.920. (7) The reactants are [CH2:1](Br)[C:2]1[CH:7]=[CH:6][CH:5]=[CH:4][CH:3]=1.[F:9][C:10]1[CH:11]=[C:12]([NH:21][C:22]([C@@H:24]2[N:33]([C:34]([C@@H:36]3[CH2:39][C@H:38]([CH2:40][C:41]([OH:43])=[O:42])[CH2:37]3)=[O:35])[CH2:32][CH2:31][C:30]3[N:29]=[C:28]([O:44][CH3:45])[CH:27]=[CH:26][C:25]2=3)=[O:23])[CH:13]=[C:14]2[C:18]=1[C:17]([CH3:20])([CH3:19])[CH2:16][CH2:15]2.C(=O)([O-])[O-].[K+].[K+].O. The catalyst is CN(C=O)C.C(OCC)(=O)C.CCCCCC. The product is [F:9][C:10]1[CH:11]=[C:12]([NH:21][C:22]([C@@H:24]2[N:33]([C:34]([C@@H:36]3[CH2:39][C@H:38]([CH2:40][C:41]([O:43][CH2:1][C:2]4[CH:7]=[CH:6][CH:5]=[CH:4][CH:3]=4)=[O:42])[CH2:37]3)=[O:35])[CH2:32][CH2:31][C:30]3[N:29]=[C:28]([O:44][CH3:45])[CH:27]=[CH:26][C:25]2=3)=[O:23])[CH:13]=[C:14]2[C:18]=1[C:17]([CH3:20])([CH3:19])[CH2:16][CH2:15]2. The yield is 0.800.